From a dataset of CYP2C19 inhibition data for predicting drug metabolism from PubChem BioAssay. Regression/Classification. Given a drug SMILES string, predict its absorption, distribution, metabolism, or excretion properties. Task type varies by dataset: regression for continuous measurements (e.g., permeability, clearance, half-life) or binary classification for categorical outcomes (e.g., BBB penetration, CYP inhibition). Dataset: cyp2c19_veith. (1) The compound is CCOC(=O)NC1(C(F)(F)F)C(=O)N(Cc2ccccc2)C2=C1C(=O)CC(C)(C)C2. The result is 1 (inhibitor). (2) The compound is COc1ccc(S(=O)(=O)/N=C2/C=CC(=O)C(C)=C2C)cc1. The result is 1 (inhibitor).